This data is from Full USPTO retrosynthesis dataset with 1.9M reactions from patents (1976-2016). The task is: Predict the reactants needed to synthesize the given product. (1) Given the product [Cl:1][C:2]1[N:7]=[C:6]([C:8](=[O:11])[C:9]#[CH:10])[C:5]2[C:12]([O:34][CH3:35])=[N:13][N:14]([C:15]([C:28]3[CH:29]=[CH:30][CH:31]=[CH:32][CH:33]=3)([C:22]3[CH:23]=[CH:24][CH:25]=[CH:26][CH:27]=3)[C:16]3[CH:21]=[CH:20][CH:19]=[CH:18][CH:17]=3)[C:4]=2[CH:3]=1, predict the reactants needed to synthesize it. The reactants are: [Cl:1][C:2]1[N:7]=[C:6]([CH:8]([OH:11])[C:9]#[CH:10])[C:5]2[C:12]([O:34][CH3:35])=[N:13][N:14]([C:15]([C:28]3[CH:33]=[CH:32][CH:31]=[CH:30][CH:29]=3)([C:22]3[CH:27]=[CH:26][CH:25]=[CH:24][CH:23]=3)[C:16]3[CH:21]=[CH:20][CH:19]=[CH:18][CH:17]=3)[C:4]=2[CH:3]=1.CC(OI1(OC(C)=O)(OC(C)=O)OC(=O)C2C1=CC=CC=2)=O.S([O-])([O-])(=O)=S.[Na+].[Na+].C(=O)(O)[O-].[Na+]. (2) Given the product [C:1]12([C:6]3[C:10]4[CH2:11][N:12]([C:15]([O:17][C:18]([CH3:21])([CH3:20])[CH3:19])=[O:16])[CH2:13][CH2:14][C:9]=4[NH:8][N:7]=3)[CH2:22][CH:5]1[CH2:4][CH2:3][CH2:2]2, predict the reactants needed to synthesize it. The reactants are: [C:1]1([C:6]2[C:10]3[CH2:11][N:12]([C:15]([O:17][C:18]([CH3:21])([CH3:20])[CH3:19])=[O:16])[CH2:13][CH2:14][C:9]=3[NH:8][N:7]=2)[CH2:5][CH2:4][CH2:3][CH:2]=1.[CH2:22]([Zn]CC)C.ClCI.O.